This data is from Full USPTO retrosynthesis dataset with 1.9M reactions from patents (1976-2016). The task is: Predict the reactants needed to synthesize the given product. (1) Given the product [C:1](=[O:2])([O-:4])[O-:3].[NH4+:11].[NH4+:11].[S:6]([O-:10])([O-:9])(=[O:8])=[O:7].[Ca+2:5], predict the reactants needed to synthesize it. The reactants are: [C:1](=[O:4])([O-:3])[O-:2].[Ca+2:5].[S:6]([O-:10])([O-:9])(=[O:8])=[O:7].[NH4+:11].[NH4+]. (2) Given the product [Cl:1][C:2]1[C:7]([CH2:8][NH:9][C:10]2[C:11]3[C:12](=[N:16][N:17]([CH2:19][C:20]45[CH2:23][C:22]([CH2:25][OH:26])([CH2:21]4)[CH2:24]5)[CH:18]=3)[N:13]=[CH:14][N:15]=2)=[C:6]([F:29])[C:5]([O:30][CH3:31])=[CH:4][CH:3]=1, predict the reactants needed to synthesize it. The reactants are: [Cl:1][C:2]1[C:7]([CH2:8][NH:9][C:10]2[C:11]3[C:12](=[N:16][N:17]([CH2:19][C:20]45[CH2:24][C:22]([C:25](OC)=[O:26])([CH2:23]4)[CH2:21]5)[CH:18]=3)[N:13]=[CH:14][N:15]=2)=[C:6]([F:29])[C:5]([O:30][CH3:31])=[CH:4][CH:3]=1.[H-].[Al+3].[Li+].[H-].[H-].[H-].O.[OH-].[Na+].